Predict which catalyst facilitates the given reaction. From a dataset of Catalyst prediction with 721,799 reactions and 888 catalyst types from USPTO. (1) Product: [CH3:1][C:2]1([O:5][C:6]([N:8]2[CH2:9][CH2:10][CH:11]([NH:14][CH:21]3[CH2:23][CH2:22]3)[CH2:12][CH2:13]2)=[O:7])[CH2:4][CH2:3]1. Reactant: [CH3:1][C:2]1([O:5][C:6]([N:8]2[CH2:13][CH2:12][CH:11]([N:14]([CH:21]3[CH2:23][CH2:22]3)C(=O)C(F)(F)F)[CH2:10][CH2:9]2)=[O:7])[CH2:4][CH2:3]1.C(=O)([O-])[O-].[K+].[K+]. The catalyst class is: 24. (2) Reactant: [CH2:1]([N:3]1[C:8]2[N:9]=[C:10](S(C)=O)[N:11]=[CH:12][C:7]=2[CH:6]=[C:5]([C:16]2[CH:21]=[CH:20][C:19]([S:22]([N:25]3[CH2:30][CH2:29][O:28][CH2:27][CH2:26]3)(=[O:24])=[O:23])=[CH:18][C:17]=2[CH3:31])[C:4]1=[O:32])[CH3:2].[CH3:33][N:34]1[CH2:39][CH2:38][CH:37]([CH2:40][CH2:41][NH2:42])[CH2:36][CH2:35]1.CCN(C(C)C)C(C)C. Product: [CH2:1]([N:3]1[C:8]2[N:9]=[C:10]([NH:42][CH2:41][CH2:40][CH:37]3[CH2:38][CH2:39][N:34]([CH3:33])[CH2:35][CH2:36]3)[N:11]=[CH:12][C:7]=2[CH:6]=[C:5]([C:16]2[CH:21]=[CH:20][C:19]([S:22]([N:25]3[CH2:26][CH2:27][O:28][CH2:29][CH2:30]3)(=[O:24])=[O:23])=[CH:18][C:17]=2[CH3:31])[C:4]1=[O:32])[CH3:2]. The catalyst class is: 1. (3) Reactant: [CH3:1][S:2](Cl)(=[O:4])=[O:3].C(N(CC)CC)C.[Cl:13][C:14]1[CH:33]=[CH:32][C:31]([CH2:34][CH2:35][CH2:36][OH:37])=[CH:30][C:15]=1[C:16]([NH:18][CH2:19][C:20]12[CH2:29][CH:24]3[CH2:25][CH:26]([CH2:28][CH:22]([CH2:23]3)[CH2:21]1)[CH2:27]2)=[O:17]. Product: [Cl:13][C:14]1[CH:33]=[CH:32][C:31]([CH2:34][CH2:35][CH2:36][O:37][S:2]([CH3:1])(=[O:4])=[O:3])=[CH:30][C:15]=1[C:16]([NH:18][CH2:19][C:20]12[CH2:29][CH:24]3[CH2:23][CH:22]([CH2:28][CH:26]([CH2:25]3)[CH2:27]1)[CH2:21]2)=[O:17]. The catalyst class is: 96.